Dataset: Forward reaction prediction with 1.9M reactions from USPTO patents (1976-2016). Task: Predict the product of the given reaction. (1) Given the reactants [C:1]([C:3]1([C:7]2(O)[CH2:11][CH2:10][N:9]([C:12]([O:14][C:15]([CH3:18])([CH3:17])[CH3:16])=[O:13])[CH2:8]2)[CH2:6][CH2:5][CH2:4]1)#[N:2].O=P(Cl)(Cl)Cl.C(OCC)(=O)C, predict the reaction product. The product is: [C:1]([C:3]1([C:7]2[CH2:8][N:9]([C:12]([O:14][C:15]([CH3:18])([CH3:17])[CH3:16])=[O:13])[CH2:10][CH:11]=2)[CH2:6][CH2:5][CH2:4]1)#[N:2]. (2) Given the reactants [F:1][CH:2]([CH2:13][CH2:14][C:15]1[N:16]=[N:17][C:18](I)=[CH:19][CH:20]=1)[CH2:3][N:4]1[CH:8]=[C:7]([C:9]([NH:11][CH3:12])=[O:10])[N:6]=[N:5]1.[F:22][C:23]([F:28])([F:27])[C:24]([OH:26])=[O:25].[CH:29]1([O:33][C:34]2[CH:39]=[CH:38][N:37]=[C:36]([CH2:40][C:41]([NH2:43])=[O:42])[CH:35]=2)[CH2:32][CH2:31][CH2:30]1.CC1(C)C2C(=C(P(C3C=CC=CC=3)C3C=CC=CC=3)C=CC=2)OC2C(P(C3C=CC=CC=3)C3C=CC=CC=3)=CC=CC1=2.C([O-])([O-])=O.[Cs+].[Cs+], predict the reaction product. The product is: [F:22][C:23]([F:28])([F:27])[C:24]([OH:26])=[O:25].[CH:29]1([O:33][C:34]2[CH:39]=[CH:38][N:37]=[C:36]([CH2:40][C:41]([NH:43][C:18]3[N:17]=[N:16][C:15]([CH2:14][CH2:13][CH:2]([F:1])[CH2:3][N:4]4[CH:8]=[C:7]([C:9]([NH:11][CH3:12])=[O:10])[N:6]=[N:5]4)=[CH:20][CH:19]=3)=[O:42])[CH:35]=2)[CH2:30][CH2:31][CH2:32]1. (3) Given the reactants [N:1]1[CH:6]=[CH:5][CH:4]=[CH:3][C:2]=1[CH2:7][O:8][C:9]1[CH:14]=[CH:13][NH:12][C:11](=[O:15])[CH:10]=1.[C:16]([O:20][C:21]([N:23]1[CH2:32][CH2:31][C:30]2[C:25](=[CH:26][C:27]([CH2:33][CH2:34]OS(C3C=CC(C)=CC=3)(=O)=O)=[CH:28][CH:29]=2)[CH2:24]1)=[O:22])([CH3:19])([CH3:18])[CH3:17], predict the reaction product. The product is: [C:16]([O:20][C:21]([N:23]1[CH2:32][CH2:31][C:30]2[C:25](=[CH:26][C:27]([CH2:33][CH2:34][N:12]3[CH:13]=[CH:14][C:9]([O:8][CH2:7][C:2]4[CH:3]=[CH:4][CH:5]=[CH:6][N:1]=4)=[CH:10][C:11]3=[O:15])=[CH:28][CH:29]=2)[CH2:24]1)=[O:22])([CH3:19])([CH3:18])[CH3:17]. (4) Given the reactants [CH3:1][N+:2]([CH2:5][CH2:6][O:7][P:8]([O:11][CH2:12][CH2:13][CH2:14][CH2:15][CH2:16][C:17]([OH:19])=[O:18])([OH:10])=[O:9])([CH3:4])[CH3:3].FC(F)(F)C(O[C:25]1[CH:30]=[CH:29][C:28]([N+:31]([O-:33])=[O:32])=[CH:27][CH:26]=1)=O.N1C(C)=CC=CC=1C.C(OCC)C, predict the reaction product. The product is: [CH3:1][N+:2]([CH2:5][CH2:6][O:7][P:8]([O:11][CH2:12][CH2:13][CH2:14][CH2:15][CH2:16][C:17]([O:19][C:25]1[CH:30]=[CH:29][C:28]([N+:31]([O-:33])=[O:32])=[CH:27][CH:26]=1)=[O:18])([O-:10])=[O:9])([CH3:4])[CH3:3]. (5) Given the reactants [F:1][C:2]1[CH:3]=[C:4]([N:9]2[CH2:13][CH2:12][C@@H:11](O)[C:10]2=[O:15])[CH:5]=[C:6]([F:8])[CH:7]=1.CCN(C(C)C)C(C)C.[Cl:25][C:26]1[CH:27]=[C:28]([CH:33]2[CH2:37][CH2:36][NH:35][CH2:34]2)[CH:29]=[C:30]([Cl:32])[CH:31]=1.O, predict the reaction product. The product is: [Cl:25][C:26]1[CH:27]=[C:28]([CH:33]2[CH2:37][CH2:36][N:35]([C@H:11]3[CH2:12][CH2:13][N:9]([C:4]4[CH:3]=[C:2]([F:1])[CH:7]=[C:6]([F:8])[CH:5]=4)[C:10]3=[O:15])[CH2:34]2)[CH:29]=[C:30]([Cl:32])[CH:31]=1. (6) Given the reactants [CH2:1]([O:4][C:5]1([CH3:46])[CH2:10][CH2:9][N:8]([C:11]2[C:12]3[N:13]([N:28]=[C:29]([C:31]4[CH:32]=[C:33]([C:37]5[C:42]([OH:43])=[CH:41][CH:40]=[C:39]([CH3:44])[C:38]=5[F:45])[CH:34]=[CH:35][CH:36]=4)[CH:30]=3)[CH:14]=[C:15]([CH3:27])[C:16]=2[C@H:17]([O:22][C:23]([CH3:26])([CH3:25])[CH3:24])[C:18]([O:20][CH3:21])=[O:19])[CH2:7][CH2:6]1)[CH:2]=[CH2:3].[CH3:47][C@@H:48](O)[CH2:49][CH:50]=[CH2:51].C1C=CC(P(C2C=CC=CC=2)C2C=CC=CC=2)=CC=1.CCOC(/N=N/C(OCC)=O)=O, predict the reaction product. The product is: [CH2:1]([O:4][C:5]1([CH3:46])[CH2:6][CH2:7][N:8]([C:11]2[C:12]3[N:13]([N:28]=[C:29]([C:31]4[CH:32]=[C:33]([C:37]5[C:42]([O:43][C@H:50]([CH2:49][CH:48]=[CH2:47])[CH3:51])=[CH:41][CH:40]=[C:39]([CH3:44])[C:38]=5[F:45])[CH:34]=[CH:35][CH:36]=4)[CH:30]=3)[CH:14]=[C:15]([CH3:27])[C:16]=2[C@H:17]([O:22][C:23]([CH3:25])([CH3:24])[CH3:26])[C:18]([O:20][CH3:21])=[O:19])[CH2:9][CH2:10]1)[CH:2]=[CH2:3].